Dataset: Reaction yield outcomes from USPTO patents with 853,638 reactions. Task: Predict the reaction yield, written as a fraction of the theoretical maximum amount of product (1.0 means a 100% yield; for example, 0.34 means a 34% yield). (1) The reactants are [N:1]1([C:7]2[N:15]=[C:14]([C:16]3[CH:17]=[C:18]([CH2:22][OH:23])[CH:19]=[CH:20][CH:21]=3)[N:13]=[C:12]3[C:8]=2[N:9]=[CH:10][N:11]3[CH:24]2[CH2:29][CH2:28][NH:27][CH2:26][CH2:25]2)[CH2:6][CH2:5][O:4][CH2:3][CH2:2]1.[BH3-]C#N.[Na+].[F:34][C:35]1[CH:36]=[C:37]([CH:40]=[CH:41][C:42]=1[F:43])[CH:38]=O. The catalyst is CO.[Cl-].[Zn+2].[Cl-]. The product is [F:34][C:35]1[CH:36]=[C:37]([CH:40]=[CH:41][C:42]=1[F:43])[CH2:38][N:27]1[CH2:28][CH2:29][CH:24]([N:11]2[CH:10]=[N:9][C:8]3[C:12]2=[N:13][C:14]([C:16]2[CH:17]=[C:18]([CH2:22][OH:23])[CH:19]=[CH:20][CH:21]=2)=[N:15][C:7]=3[N:1]2[CH2:6][CH2:5][O:4][CH2:3][CH2:2]2)[CH2:25][CH2:26]1. The yield is 0.260. (2) The reactants are [CH3:1][C@H:2]1[CH2:7][CH2:6][CH2:5][C@@H:4]([CH3:8])[N:3]1[C:9]1[N:13]2[CH:14]=[C:15]([O:18][C@H:19]3[C:28]4[C:23](=[CH:24][CH:25]=[CH:26][CH:27]=4)[C@@H:22]([NH2:29])[CH2:21][CH2:20]3)[CH:16]=[CH:17][C:12]2=[N:11][N:10]=1.ClC(Cl)(Cl)C[O:33][C:34](=O)[NH:35][C:36]1[N:37]([CH2:45][CH2:46][OH:47])[N:38]=[C:39]([C:41]([CH3:44])([CH3:43])[CH3:42])[CH:40]=1.CCN(C(C)C)C(C)C. The catalyst is O1CCOCC1. The product is [C:41]([C:39]1[CH:40]=[C:36]([NH:35][C:34]([NH:29][C@@H:22]2[C:23]3[C:28](=[CH:27][CH:26]=[CH:25][CH:24]=3)[C@H:19]([O:18][C:15]3[CH:16]=[CH:17][C:12]4[N:13]([C:9]([N:3]5[C@H:2]([CH3:1])[CH2:7][CH2:6][CH2:5][C@@H:4]5[CH3:8])=[N:10][N:11]=4)[CH:14]=3)[CH2:20][CH2:21]2)=[O:33])[N:37]([CH2:45][CH2:46][OH:47])[N:38]=1)([CH3:44])([CH3:42])[CH3:43]. The yield is 0.320. (3) The reactants are C1COCC1.Br[CH2:7][CH2:8][CH2:9][CH2:10][CH:11]=[CH2:12].C[O:14][C:15]1[CH2:19][CH2:18][C:17](=O)[CH:16]=1. The catalyst is C(OCC)(=O)C. The product is [CH2:7]([C:17]1[CH2:18][CH2:19][C:15](=[O:14])[CH:16]=1)[CH2:8][CH2:9][CH2:10][CH:11]=[CH2:12]. The yield is 0.810. (4) The reactants are [Cl:1][C:2]1[CH:31]=[CH:30][C:5]([CH2:6][CH2:7][NH:8][C:9]([C:11]2[CH:29]=[CH:28][C:14]([O:15][C:16]3[CH:21]=[CH:20][C:19]([CH2:22][C:23]([O:25]C)=[O:24])=[CH:18][C:17]=3[Cl:27])=[CH:13][CH:12]=2)=[O:10])=[CH:4][CH:3]=1.[OH-].[Na+].O. The catalyst is C1COCC1.C(Cl)Cl.Cl. The product is [Cl:1][C:2]1[CH:3]=[CH:4][C:5]([CH2:6][CH2:7][NH:8][C:9]([C:11]2[CH:12]=[CH:13][C:14]([O:15][C:16]3[CH:21]=[CH:20][C:19]([CH2:22][C:23]([OH:25])=[O:24])=[CH:18][C:17]=3[Cl:27])=[CH:28][CH:29]=2)=[O:10])=[CH:30][CH:31]=1. The yield is 0.594. (5) The reactants are [C:1]([O:5][C:6](=[O:15])[NH:7][C:8]1([Cl:14])[CH:13]=[CH:12][CH:11]=[N:10][CH2:9]1)([CH3:4])([CH3:3])[CH3:2].[CH2:16](Br)[CH:17]=[CH2:18].C(=O)([O-])[O-].[Cs+].[Cs+]. The catalyst is CN(C=O)C. The product is [C:1]([O:5][C:6](=[O:15])[N:7]([CH2:18][CH:17]=[CH2:16])[C:8]1([Cl:14])[CH:13]=[CH:12][CH:11]=[N:10][CH2:9]1)([CH3:4])([CH3:2])[CH3:3]. The yield is 0.850. (6) The yield is 0.400. The reactants are Cl[C:2]1[N:11]=[C:10]([N:12]([C:14]2[CH:19]=[CH:18][C:17]([O:20][CH3:21])=[CH:16][CH:15]=2)[CH3:13])[C:9]2[C:4](=[CH:5][CH:6]=[CH:7][CH:8]=2)[N:3]=1.Cl.[NH2:23][OH:24]. The product is [OH:24][NH:23][C:2]1[N:11]=[C:10]([N:12]([C:14]2[CH:19]=[CH:18][C:17]([O:20][CH3:21])=[CH:16][CH:15]=2)[CH3:13])[C:9]2[C:4](=[CH:5][CH:6]=[CH:7][CH:8]=2)[N:3]=1. The catalyst is C(O)(C)C. (7) The yield is 0.650. The reactants are [CH3:1][O:2][CH2:3][CH2:4][N:5]1[CH:9]=[CH:8][C:7]([NH2:10])=[N:6]1.N1C(C)=CC=CC=1C.[CH:19]1([CH2:24][C@H:25]([C:29]2[CH:34]=[CH:33][C:32]([S:35]([CH3:38])(=[O:37])=[O:36])=[C:31]([CH3:39])[CH:30]=2)[C:26](Cl)=[O:27])[CH2:23][CH2:22][CH2:21][CH2:20]1. The product is [CH:19]1([CH2:24][C@H:25]([C:29]2[CH:34]=[CH:33][C:32]([S:35]([CH3:38])(=[O:37])=[O:36])=[C:31]([CH3:39])[CH:30]=2)[C:26]([NH:10][C:7]2[CH:8]=[CH:9][N:5]([CH2:4][CH2:3][O:2][CH3:1])[N:6]=2)=[O:27])[CH2:23][CH2:22][CH2:21][CH2:20]1. The catalyst is C(Cl)Cl. (8) The reactants are [N:1]1([C:6]2[CH:14]=[CH:13][C:9]([C:10]([OH:12])=O)=[CH:8][N:7]=2)[CH:5]=[CH:4][CH:3]=[N:2]1.CN(C(ON1N=NC2C=CC=NC1=2)=[N+](C)C)C.F[P-](F)(F)(F)(F)F.C(N(C(C)C)CC)(C)C.Cl.[CH2:49]([O:52][C@H:53]1[CH2:58][CH2:57][CH2:56][N:55]([CH2:59][C@H:60]2[CH2:65][CH2:64][CH2:63][CH2:62][C@@H:61]2[NH2:66])[CH2:54]1)[CH:50]=[CH2:51]. The catalyst is CN(C=O)C. The product is [CH2:49]([O:52][C@H:53]1[CH2:58][CH2:57][CH2:56][N:55]([CH2:59][C@H:60]2[CH2:65][CH2:64][CH2:63][CH2:62][C@@H:61]2[NH:66][C:10](=[O:12])[C:9]2[CH:13]=[CH:14][C:6]([N:1]3[CH:5]=[CH:4][CH:3]=[N:2]3)=[N:7][CH:8]=2)[CH2:54]1)[CH:50]=[CH2:51]. The yield is 0.520. (9) The yield is 1.00. The product is [I:7][C:8]1[CH:9]=[CH:10][C:11]([CH2:14][CH2:15][CH2:16][O:17][CH:6]2[CH2:5][CH2:4][CH2:3][CH2:2][O:1]2)=[CH:12][CH:13]=1. The reactants are [O:1]1[CH:6]=[CH:5][CH2:4][CH2:3][CH2:2]1.[I:7][C:8]1[CH:13]=[CH:12][C:11]([CH2:14][CH2:15][CH2:16][OH:17])=[CH:10][CH:9]=1. The catalyst is C(Cl)(Cl)Cl.C1(C)C=CC(S([O-])(=O)=O)=CC=1.[NH+]1C=CC=CC=1. (10) The reactants are [F:1][C:2]([F:16])([F:15])[CH:3]([CH:5]1[C:9]2([O:14][CH2:13][CH2:12][CH2:11][O:10]2)[CH2:8][CH2:7][CH2:6]1)[OH:4].C[Si](C)(C)[N-][Si](C)(C)C.[Li+].[F:27][C:28]([F:42])([S:38](F)(=[O:40])=[O:39])[C:29](=[O:37])[NH:30][C:31]1[CH:36]=[CH:35][CH:34]=[CH:33][CH:32]=1. The catalyst is C1COCC1. The product is [F:42][C:28]([F:27])([S:38]([O:4][CH:3]([CH:5]1[C:9]2([O:10][CH2:11][CH2:12][CH2:13][O:14]2)[CH2:8][CH2:7][CH2:6]1)[C:2]([F:1])([F:15])[F:16])(=[O:40])=[O:39])[C:29](=[O:37])[NH:30][C:31]1[CH:36]=[CH:35][CH:34]=[CH:33][CH:32]=1. The yield is 0.560.